This data is from Full USPTO retrosynthesis dataset with 1.9M reactions from patents (1976-2016). The task is: Predict the reactants needed to synthesize the given product. (1) Given the product [C:26]([C:3]1[C:4]2[C:9](=[CH:8][CH:7]=[CH:6][CH:5]=2)[N:1]([C:10]2[CH:11]=[C:12]([NH:16][C:17]3[C:22]([N+:23]([O-:25])=[O:24])=[CH:21][CH:20]=[CH:19][N:18]=3)[CH:13]=[CH:14][CH:15]=2)[CH:2]=1)(=[O:28])[CH3:27], predict the reactants needed to synthesize it. The reactants are: [N:1]1([C:10]2[CH:11]=[C:12]([NH:16][C:17]3[C:22]([N+:23]([O-:25])=[O:24])=[CH:21][CH:20]=[CH:19][N:18]=3)[CH:13]=[CH:14][CH:15]=2)[C:9]2[C:4](=[CH:5][CH:6]=[CH:7][CH:8]=2)[CH:3]=[CH:2]1.[C:26](OC(=O)C)(=[O:28])[CH3:27].[Cl-].[Al+3].[Cl-].[Cl-].[OH-].[Na+]. (2) The reactants are: CC(N=NC(C#N)(C)C)([C:4]#[N:5])C.C1C(=O)N(Br)C(=O)C1.[F:21][C:22]1[CH:27]=[CH:26][C:25]([C:28]2[O:54][C:31]3=[N:32][CH:33]=[C:34]([C:36]4[CH:37]=[C:38]([CH:51]=[CH:52][CH:53]=4)[C:39]([NH:41][C:42]4([C:45]5[CH:50]=[CH:49][CH:48]=[CH:47][CH:46]=5)[CH2:44][CH2:43]4)=[O:40])[CH:35]=[C:30]3[C:29]=2[CH:55]=[O:56])=[CH:24][CH:23]=1.CN. Given the product [F:21][C:22]1[CH:27]=[CH:26][C:25]([C:28]2[O:54][C:31]3=[N:32][CH:33]=[C:34]([C:36]4[CH:53]=[CH:52][CH:51]=[C:38]([C:39](=[O:40])[NH:41][C:42]5([C:45]6[CH:50]=[CH:49][CH:48]=[CH:47][CH:46]=6)[CH2:43][CH2:44]5)[CH:37]=4)[CH:35]=[C:30]3[C:29]=2[C:55]([NH:5][CH3:4])=[O:56])=[CH:24][CH:23]=1, predict the reactants needed to synthesize it. (3) Given the product [Br:8][C:7]1[C:2]([NH:1][C:11]2[C:12]([CH3:24])=[C:13]([CH:18]=[C:19]([N+:21]([O-:23])=[O:22])[CH:20]=2)[C:14]([O:16][CH3:17])=[O:15])=[N:3][CH:4]=[C:5]([CH3:9])[CH:6]=1, predict the reactants needed to synthesize it. The reactants are: [NH2:1][C:2]1[C:7]([Br:8])=[CH:6][C:5]([CH3:9])=[CH:4][N:3]=1.I[C:11]1[C:12]([CH3:24])=[C:13]([CH:18]=[C:19]([N+:21]([O-:23])=[O:22])[CH:20]=1)[C:14]([O:16][CH3:17])=[O:15].C(=O)([O-])[O-].[Cs+].[Cs+].Cl. (4) Given the product [NH2:1][N:2]1[CH:6]=[CH:5][C:4]([Br:7])=[C:3]1[C:8]([NH2:13])=[O:10], predict the reactants needed to synthesize it. The reactants are: [NH2:1][N:2]1[CH:6]=[CH:5][C:4]([Br:7])=[C:3]1[C:8]([O:10]CC)=O.[NH3:13].CO. (5) Given the product [Cl:21][C:22]1[CH:23]=[C:24]([C:17]2[CH:18]=[C:13]3[N:12]=[C:11]([CH2:10][CH2:9][C:4]4[N:3]=[C:2]([NH2:1])[CH:7]=[C:6]([CH3:8])[CH:5]=4)[NH:20][C:14]3=[N:15][CH:16]=2)[CH:25]=[C:26]([Cl:28])[CH:27]=1, predict the reactants needed to synthesize it. The reactants are: [NH2:1][C:2]1[CH:7]=[C:6]([CH3:8])[CH:5]=[C:4]([CH2:9][CH2:10][C:11]2[NH:20][C:14]3=[N:15][CH:16]=[C:17](Br)[CH:18]=[C:13]3[N:12]=2)[N:3]=1.[Cl:21][C:22]1[CH:23]=[C:24](B(O)O)[CH:25]=[C:26]([Cl:28])[CH:27]=1. (6) Given the product [ClH:3].[CH3:21][O:17][C:16](=[O:18])[CH:14]([CH2:13][C:12]1[C:19]2[C:9](=[CH:8][CH:7]=[C:6]([OH:5])[CH:20]=2)[NH:10][CH:11]=1)[NH2:15], predict the reactants needed to synthesize it. The reactants are: S(Cl)([Cl:3])=O.[OH:5][C:6]1[CH:20]=[C:19]2[C:9]([NH:10][CH:11]=[C:12]2[CH2:13][CH:14]([C:16]([OH:18])=[O:17])[NH2:15])=[CH:8][CH:7]=1.[CH3:21]O.